This data is from Experimentally validated miRNA-target interactions with 360,000+ pairs, plus equal number of negative samples. The task is: Binary Classification. Given a miRNA mature sequence and a target amino acid sequence, predict their likelihood of interaction. (1) The miRNA is hsa-miR-627-3p with sequence UCUUUUCUUUGAGACUCACU. The protein sequence of the target gene is MAATTAAVVAEEDTELRDLLVQTLENSGVLNRIKAELRAAVFLALEEQEKVEVKILVEFLIDNCFEIFGENIRTRSRITSDDSLEHTDSSDVSTLQNDSAYDSNDPDVEPTSGAASPNRQLEGPTPTMAGLDTRGHRDTCESSSESSVSMVVRLKNSIVQQDRRFSEPNMSPSRECLVGPTSKQKLTRSEDSFTLSQDASCSEGDEAEDPFTEEVFPAVDSKPKRPVDLKIKNWTQGLASPQGHITKAFSRSSPGESLGSSPVPSPSCPKRNFFTRHQSFTTKTDKTKPQREIRKHSMLF.... Result: 0 (no interaction). (2) The protein sequence of the target gene is MARMNRPAPVEVSYRHMRFLITHNPSNATLSTFIEDLKKYGATTVVRVCEVTYDKTPLEKDGITVVDWPFDDGAPPPGKVVEDWLSLLKAKFYNDPGSCVAVHCVAGLGRAPVLVALALIESGMKYEDAIQFIRQKRRGAINSKQLTYLEKYRPKQRLRFKDPHTHKTRCCVM. Result: 1 (interaction). The miRNA is mmu-miR-5046 with sequence AGCUCCCGCCACUGUGACCCCCUU. (3) The miRNA is mmu-miR-3113-5p with sequence GUCCUGGCCCUGGUCCGGGUCC. The protein sequence of the target gene is MAGPRGALLAWCRRQCEGYRGVDIRDLSSSFRDGLAFCAILHRHRPDLLDFQSLSKENVFENNRLAFEVAEKELGIPALLDPNDMVSMSVPDCLSIMTYVSQYYNHFTSSGQAAASPPKPGKDPAPPSPTSTSPAVQPGEEAQGDDLSPDSLSEQGKQQPPSSACAACGQRVHLVQRYLAEGRLYHRHCFRCRQCSSTLVPGSYSSGPEEGTFVCAERCTRLGPGSRSGTRLLSQQRQQPAAAEAKDAEDNDPSLSVAAVAEADRLQASSEVQFHTPTKPPLPSKPQELASPPGGRPTPA.... Result: 0 (no interaction).